Dataset: Full USPTO retrosynthesis dataset with 1.9M reactions from patents (1976-2016). Task: Predict the reactants needed to synthesize the given product. Given the product [ClH:1].[Cl:1][C:2]1[CH:3]=[C:4]([S:8]([N:11]2[C:15]([C:16]3[CH:21]=[CH:20][CH:19]=[CH:18][C:17]=3[F:22])=[C:14]3[CH2:23][NH:24][CH:25]([NH:26][CH3:27])[C:13]3=[CH:12]2)(=[O:10])=[O:9])[CH:5]=[CH:6][CH:7]=1, predict the reactants needed to synthesize it. The reactants are: [Cl:1][C:2]1[CH:3]=[C:4]([S:8]([N:11]2[C:15]([C:16]3[CH:21]=[CH:20][CH:19]=[CH:18][C:17]=3[F:22])=[C:14]3[CH2:23][N:24](C(OC(C)(C)C)=O)[CH:25]([NH:26][CH3:27])[C:13]3=[CH:12]2)(=[O:10])=[O:9])[CH:5]=[CH:6][CH:7]=1.Cl.CO.